This data is from Full USPTO retrosynthesis dataset with 1.9M reactions from patents (1976-2016). The task is: Predict the reactants needed to synthesize the given product. Given the product [Br:1][C:2]1[CH:3]=[CH:4][CH:5]=[C:6]2[C:11]=1[N:10]=[C:9]([O:12][CH3:13])[CH:8]=[CH:7]2, predict the reactants needed to synthesize it. The reactants are: [Br:1][C:2]1[CH:3]=[CH:4][CH:5]=[C:6]2[C:11]=1[NH:10][C:9](=[O:12])[CH:8]=[CH:7]2.[C:13](=O)([O-])[O-].[K+].[K+].CI.